This data is from Reaction yield outcomes from USPTO patents with 853,638 reactions. The task is: Predict the reaction yield, written as a fraction of the theoretical maximum amount of product (1.0 means a 100% yield; for example, 0.34 means a 34% yield). (1) The catalyst is C(O)(=O)C.C1COCC1.O. The product is [OH:26][CH2:25][C:2]([CH3:33])([CH3:1])[CH2:3][CH2:4][CH2:5][CH2:6][O:7][C:8](=[O:24])[CH2:9][CH2:10][CH2:11][CH2:12][C:13]([CH3:22])([CH3:23])[CH2:14][OH:15]. The reactants are [CH3:1][C:2]([CH3:33])([CH2:25][O:26]C1CCCCO1)[CH2:3][CH2:4][CH2:5][CH2:6][O:7][C:8](=[O:24])[CH2:9][CH2:10][CH2:11][CH2:12][C:13]([CH3:23])([CH3:22])[CH2:14][O:15]C1CCCCO1. The yield is 0.390. (2) The reactants are Cl[C:2]1[C:3]2[CH2:10][CH2:9][N:8]([CH2:11][C:12]3[CH:17]=[CH:16][C:15]([O:18][CH3:19])=[CH:14][CH:13]=3)[C:4]=2[N:5]=[CH:6][N:7]=1.[C:20]([N:27]1[CH2:32][CH2:31][NH:30][CH2:29][CH2:28]1)([O:22][C:23]([CH3:26])([CH3:25])[CH3:24])=[O:21].C(O[K])(C)(C)C. The catalyst is CN1C(=O)CCC1.C(OCC)(=O)C. The product is [C:23]([O:22][C:20]([N:27]1[CH2:32][CH2:31][N:30]([C:2]2[C:3]3[CH2:10][CH2:9][N:8]([CH2:11][C:12]4[CH:17]=[CH:16][C:15]([O:18][CH3:19])=[CH:14][CH:13]=4)[C:4]=3[N:5]=[CH:6][N:7]=2)[CH2:29][CH2:28]1)=[O:21])([CH3:26])([CH3:24])[CH3:25]. The yield is 0.570.